From a dataset of Full USPTO retrosynthesis dataset with 1.9M reactions from patents (1976-2016). Predict the reactants needed to synthesize the given product. (1) Given the product [C:1]([O:5][C:6]([NH:8][CH2:9][CH2:10][CH:11]1[CH2:12][CH2:13][N:14]([C:22]([NH2:21])=[O:23])[CH2:15][CH2:16]1)=[O:7])([CH3:4])([CH3:2])[CH3:3], predict the reactants needed to synthesize it. The reactants are: [C:1]([O:5][C:6]([NH:8][CH2:9][CH2:10][CH:11]1[CH2:16][CH2:15][NH:14][CH2:13][CH2:12]1)=[O:7])([CH3:4])([CH3:3])[CH3:2].C[Si]([N:21]=[C:22]=[O:23])(C)C. (2) Given the product [C:19]([C:16]1[N:17]=[CH:18][C:13]([NH:12][C:8]2[N:9]=[CH:10][C:11]3[C:6]([CH:7]=2)=[CH:5][CH:4]=[CH:3][C:2]=3[NH:1][C:25](=[O:26])[CH2:24][CH2:23][O:22][CH3:21])=[N:14][CH:15]=1)#[N:20], predict the reactants needed to synthesize it. The reactants are: [NH2:1][C:2]1[CH:3]=[CH:4][CH:5]=[C:6]2[C:11]=1[CH:10]=[N:9][C:8]([NH:12][C:13]1[N:14]=[CH:15][C:16]([C:19]#[N:20])=[N:17][CH:18]=1)=[CH:7]2.[CH3:21][O:22][CH2:23][CH2:24][C:25](O)=[O:26].O.ON1C2C=CC=CC=2N=N1.C(N(C(C)C)CC)(C)C.Cl.C(N=C=NCCCN(C)C)C. (3) Given the product [CH3:9][CH:8]([CH3:10])[C@H:7]([NH:11][S:12]([C:15]1[CH:16]=[CH:17][C:18]([C:21]2[CH:22]=[CH:23][C:24]([NH:27][C:28]([C:30]3[O:31][C:32]4[CH:38]=[CH:37][C:36]([CH3:39])=[CH:35][C:33]=4[N:34]=3)=[O:29])=[CH:25][CH:26]=2)=[CH:19][CH:20]=1)(=[O:14])=[O:13])[C:6]([OH:40])=[O:5], predict the reactants needed to synthesize it. The reactants are: C([O:5][C:6](=[O:40])[C@@H:7]([NH:11][S:12]([C:15]1[CH:20]=[CH:19][C:18]([C:21]2[CH:26]=[CH:25][C:24]([NH:27][C:28]([C:30]3[O:31][C:32]4[CH:38]=[CH:37][C:36]([CH3:39])=[CH:35][C:33]=4[N:34]=3)=[O:29])=[CH:23][CH:22]=2)=[CH:17][CH:16]=1)(=[O:14])=[O:13])[CH:8]([CH3:10])[CH3:9])(C)(C)C.C(O)(C(F)(F)F)=O.C(Cl)Cl. (4) Given the product [NH:12]1[C:16]2[CH:17]=[CH:18][C:19]([C:21]3[NH:1][C:2]4[N:3]([N:4]=[CH:5][C:6]=4[C:7]([O:9][CH2:10][CH3:11])=[O:8])[C:23](=[O:24])[CH:22]=3)=[CH:20][C:15]=2[N:14]=[N:13]1, predict the reactants needed to synthesize it. The reactants are: [NH2:1][CH:2]1[CH:6]([CH:7]([O:9][CH2:10][CH3:11])[OH:8])[CH2:5][NH:4][NH:3]1.[NH:12]1[C:16]2[CH:17]=[CH:18][C:19]([C:21](=O)[CH2:22][C:23](OCC)=[O:24])=[CH:20][C:15]=2[N:14]=[N:13]1.